From a dataset of NCI-60 drug combinations with 297,098 pairs across 59 cell lines. Regression. Given two drug SMILES strings and cell line genomic features, predict the synergy score measuring deviation from expected non-interaction effect. (1) Drug 1: C1=CC(=CC=C1C#N)C(C2=CC=C(C=C2)C#N)N3C=NC=N3. Drug 2: COC1=NC(=NC2=C1N=CN2C3C(C(C(O3)CO)O)O)N. Cell line: CCRF-CEM. Synergy scores: CSS=47.3, Synergy_ZIP=7.85, Synergy_Bliss=6.66, Synergy_Loewe=-10.1, Synergy_HSA=-7.88. (2) Drug 1: CC(CN1CC(=O)NC(=O)C1)N2CC(=O)NC(=O)C2. Drug 2: C1C(C(OC1N2C=NC(=NC2=O)N)CO)O. Cell line: UACC62. Synergy scores: CSS=11.5, Synergy_ZIP=-5.58, Synergy_Bliss=-4.19, Synergy_Loewe=-3.73, Synergy_HSA=-2.45. (3) Drug 1: C1=NC(=NC(=O)N1C2C(C(C(O2)CO)O)O)N. Drug 2: CN(C(=O)NC(C=O)C(C(C(CO)O)O)O)N=O. Cell line: BT-549. Synergy scores: CSS=33.8, Synergy_ZIP=-9.81, Synergy_Bliss=-1.29, Synergy_Loewe=-34.9, Synergy_HSA=-0.100. (4) Drug 1: C1=CC=C(C(=C1)C(C2=CC=C(C=C2)Cl)C(Cl)Cl)Cl. Drug 2: C(CC(=O)O)C(=O)CN.Cl. Cell line: SF-268. Synergy scores: CSS=2.73, Synergy_ZIP=-3.64, Synergy_Bliss=-2.65, Synergy_Loewe=-9.37, Synergy_HSA=-2.47. (5) Drug 1: C1CC(=O)NC(=O)C1N2CC3=C(C2=O)C=CC=C3N. Drug 2: CNC(=O)C1=NC=CC(=C1)OC2=CC=C(C=C2)NC(=O)NC3=CC(=C(C=C3)Cl)C(F)(F)F. Cell line: NCI/ADR-RES. Synergy scores: CSS=18.2, Synergy_ZIP=-1.15, Synergy_Bliss=-1.43, Synergy_Loewe=-14.8, Synergy_HSA=-1.48.